This data is from CYP2C9 inhibition data for predicting drug metabolism from PubChem BioAssay. The task is: Regression/Classification. Given a drug SMILES string, predict its absorption, distribution, metabolism, or excretion properties. Task type varies by dataset: regression for continuous measurements (e.g., permeability, clearance, half-life) or binary classification for categorical outcomes (e.g., BBB penetration, CYP inhibition). Dataset: cyp2c9_veith. (1) The compound is Cc1cnc(C(=O)OCC(=O)Nc2ccc(Cl)cc2)cn1. The result is 0 (non-inhibitor). (2) The compound is Cc1ccc(CCCC(=O)O)cc1C. The result is 0 (non-inhibitor).